From a dataset of hERG Central: cardiac toxicity at 1µM, 10µM, and general inhibition. Predict hERG channel inhibition at various concentrations. (1) The molecule is CC(C)(CNC(=O)c1ccc(Cl)c(S(=O)(=O)N2CCc3ccccc3C2)c1)N1CCOCC1. Results: hERG_inhib (hERG inhibition (general)): blocker. (2) The molecule is CCc1ccccc1NC(=O)CN(C)S(=O)(=O)c1ccc(-c2ccc(=O)[nH]n2)s1. Results: hERG_inhib (hERG inhibition (general)): blocker. (3) The molecule is CCCc1cc(NCCCN2CCOCC2)n2c(nc3ccccc32)c1C#N. Results: hERG_inhib (hERG inhibition (general)): blocker. (4) The molecule is Cc1ccc(-c2csc3nnc(SCC(=O)Nc4nsc(-c5ccccc5)n4)n23)cc1. Results: hERG_inhib (hERG inhibition (general)): blocker. (5) The compound is Nc1c(-c2cccc(Cl)c2)cnn1-c1ccccc1. Results: hERG_inhib (hERG inhibition (general)): blocker.